From a dataset of Peptide-MHC class II binding affinity with 134,281 pairs from IEDB. Regression. Given a peptide amino acid sequence and an MHC pseudo amino acid sequence, predict their binding affinity value. This is MHC class II binding data. (1) The peptide sequence is KHIVWASRELERFAV. The MHC is DRB1_1101 with pseudo-sequence DRB1_1101. The binding affinity (normalized) is 0.557. (2) The peptide sequence is AAQFPFNASDSVGQQ. The MHC is DRB5_0101 with pseudo-sequence DRB5_0101. The binding affinity (normalized) is 0.187. (3) The peptide sequence is ERKYFAATQFEPLAA. The MHC is HLA-DQA10401-DQB10402 with pseudo-sequence HLA-DQA10401-DQB10402. The binding affinity (normalized) is 0.546. (4) The peptide sequence is QYDVIIQHPADMSWC. The MHC is DRB1_1501 with pseudo-sequence DRB1_1501. The binding affinity (normalized) is 0.0911. (5) The peptide sequence is AAATAGTTMYGAFAA. The MHC is HLA-DQA10501-DQB10301 with pseudo-sequence HLA-DQA10501-DQB10301. The binding affinity (normalized) is 0.626. (6) The peptide sequence is LKLATGMRNVPEKQT. The MHC is DRB1_1101 with pseudo-sequence DRB1_1101. The binding affinity (normalized) is 0.181. (7) The peptide sequence is GRSEFAYGSFVRTVS. The MHC is DRB5_0101 with pseudo-sequence DRB5_0101. The binding affinity (normalized) is 0.709. (8) The peptide sequence is GHGCAQPAMERRKHI. The binding affinity (normalized) is 0.0575. The MHC is DRB1_1302 with pseudo-sequence DRB1_1302.